This data is from Forward reaction prediction with 1.9M reactions from USPTO patents (1976-2016). The task is: Predict the product of the given reaction. (1) Given the reactants [H-].[H-].[H-].[H-].[Li+].[Al+3].[CH2:7]([N:14]1[CH2:19][CH2:18][C:17]([N:26]([CH3:31])[C:27](=O)OC)([C:20]2[CH:21]=[N:22][CH:23]=[CH:24][CH:25]=2)[CH2:16][CH2:15]1)[C:8]1[CH:13]=[CH:12][CH:11]=[CH:10][CH:9]=1, predict the reaction product. The product is: [CH2:7]([N:14]1[CH2:15][CH2:16][C:17]([C:20]2[CH:21]=[N:22][CH:23]=[CH:24][CH:25]=2)([N:26]([CH3:31])[CH3:27])[CH2:18][CH2:19]1)[C:8]1[CH:13]=[CH:12][CH:11]=[CH:10][CH:9]=1. (2) Given the reactants Cl.[F:2][C:3]1([F:7])[CH2:6][NH:5][CH2:4]1.Cl[C:9]1[CH:14]=[CH:13][C:12]([N+:15]([O-:17])=[O:16])=[CH:11][N:10]=1.C(N(CC)CC)C.O, predict the reaction product. The product is: [F:2][C:3]1([F:7])[CH2:6][N:5]([C:9]2[CH:14]=[CH:13][C:12]([N+:15]([O-:17])=[O:16])=[CH:11][N:10]=2)[CH2:4]1. (3) The product is: [O:18]=[C:17]([N:19]1[CH2:23][CH2:22][CH2:21][CH2:20]1)[C@H:16]([NH:15][CH2:26][C:28]1[CH:33]=[CH:32][N:31]=[C:30]2[N:34]([C:41]([O:43][C:44]([CH3:47])([CH3:46])[CH3:45])=[O:42])[CH:35]=[C:36]([C:37]([O:39][CH3:40])=[O:38])[C:29]=12)[CH2:24][CH3:25]. Given the reactants C(O[BH-](OC(=O)C)OC(=O)C)(=O)C.[Na+].[NH2:15][C@H:16]([CH2:24][CH3:25])[C:17]([N:19]1[CH2:23][CH2:22][CH2:21][CH2:20]1)=[O:18].[CH:26]([C:28]1[CH:33]=[CH:32][N:31]=[C:30]2[N:34]([C:41]([O:43][C:44]([CH3:47])([CH3:46])[CH3:45])=[O:42])[CH:35]=[C:36]([C:37]([O:39][CH3:40])=[O:38])[C:29]=12)=O, predict the reaction product. (4) Given the reactants Cl.N1C=CC=NC1=O.C(=O)([O-])[O-].[K+].[K+].BrCCCCC[N:21]1[C:30]2[C:25]([C:26](=[O:32])[NH:27][C:28](=[O:31])[N:29]=2)=[N:24][C:23]2[CH:33]=[C:34](C)[C:35](C)=[CH:36][C:22]1=2, predict the reaction product. The product is: [N:29]1[C:28](=[O:31])[NH:27][C:26](=[O:32])[C:25]2[C:30]=1[NH:21][C:22]1[CH:36]=[CH:35][CH:34]=[CH:33][C:23]=1[N:24]=2. (5) Given the reactants [F:1][CH2:2][C@@:3]1([C:40]([O:42][CH2:43][C:44]2[CH:49]=[CH:48][CH:47]=[CH:46][CH:45]=2)=[O:41])[CH2:8][CH2:7][C:6]([C:9]2[C:10]([CH3:39])([CH3:38])[C@H:11]3[C@:24]([CH3:27])([CH2:25][CH:26]=2)[C@@H:23]2[C@:14]([CH3:37])([C@@:15]4([CH3:36])[C@H:20]([CH2:21][CH2:22]2)[C@H:19]2[C@H:28]([C:31]([CH3:33])=[CH2:32])[CH2:29][CH2:30][C@:18]2([CH:34]=O)[CH2:17][CH2:16]4)[CH2:13][CH2:12]3)=[CH:5][CH2:4]1.[NH2:50][CH2:51][C:52]([N:55]1[CH2:60][CH2:59][S:58](=[O:62])(=[O:61])[CH2:57][CH2:56]1)([CH3:54])[CH3:53].C([BH3-])#N.[Na+].CC(O)=O, predict the reaction product. The product is: [O:61]=[S:58]1(=[O:62])[CH2:57][CH2:56][N:55]([C:52]([CH3:54])([CH3:53])[CH2:51][NH:50][CH2:34][C@:18]23[CH2:30][CH2:29][C@@H:28]([C:31]([CH3:33])=[CH2:32])[C@@H:19]2[C@@H:20]2[C@@:15]([CH3:36])([CH2:16][CH2:17]3)[C@@:14]3([CH3:37])[C@@H:23]([C@:24]4([CH3:27])[C@@H:11]([CH2:12][CH2:13]3)[C:10]([CH3:38])([CH3:39])[C:9]([C:6]3[CH2:7][CH2:8][C@@:3]([CH2:2][F:1])([C:40]([O:42][CH2:43][C:44]5[CH:45]=[CH:46][CH:47]=[CH:48][CH:49]=5)=[O:41])[CH2:4][CH:5]=3)=[CH:26][CH2:25]4)[CH2:22][CH2:21]2)[CH2:60][CH2:59]1. (6) Given the reactants [CH3:1][N:2]1[CH2:6][CH2:5][CH2:4][CH:3]1[C:7]1[C:15]2[C:10](=[C:11]([C:22]([O:24]C)=[O:23])[CH:12]=[C:13]([C:16]3[CH:21]=[CH:20][CH:19]=[CH:18][CH:17]=3)[CH:14]=2)[NH:9][CH:8]=1.O[Li].O.O.[CH3:30]O, predict the reaction product. The product is: [CH2:6]([N:2]([CH3:1])[CH:3]([C:7]1[C:15]2[C:10](=[C:11]([C:22]([OH:24])=[O:23])[CH:12]=[C:13]([C:16]3[CH:21]=[CH:20][CH:19]=[CH:18][CH:17]=3)[CH:14]=2)[NH:9][CH:8]=1)[CH2:4][CH3:30])[CH3:5]. (7) Given the reactants [CH2:1]([C:3]1[CH:4]=[C:5]([C:11]2[O:15][N:14]=[C:13]([C:16]3[CH:21]=[C:20]([CH3:22])[C:19]([OH:23])=[C:18]([CH2:24][CH3:25])[CH:17]=3)[N:12]=2)[CH:6]=[N:7][C:8]=1[CH2:9][CH3:10])[CH3:2].Cl[CH2:27][C@@H:28]([OH:31])[CH2:29][OH:30], predict the reaction product. The product is: [CH2:1]([C:3]1[CH:4]=[C:5]([C:11]2[O:15][N:14]=[C:13]([C:16]3[CH:21]=[C:20]([CH3:22])[C:19]([O:23][CH2:27][C@@H:28]([OH:31])[CH2:29][OH:30])=[C:18]([CH2:24][CH3:25])[CH:17]=3)[N:12]=2)[CH:6]=[N:7][C:8]=1[CH2:9][CH3:10])[CH3:2]. (8) Given the reactants F[C:2]1[CH:7]=[CH:6][C:5]([NH:8][C:9](=[O:16])[C:10]2[CH:15]=[CH:14][CH:13]=[CH:12][CH:11]=2)=[CH:4][C:3]=1[N+:17]([O-:19])=[O:18].[Na].[CH3:21][OH:22], predict the reaction product. The product is: [N+:17]([C:3]1[CH:4]=[C:5]([NH:8][C:9](=[O:16])[C:10]2[CH:15]=[CH:14][CH:13]=[CH:12][CH:11]=2)[CH:6]=[CH:7][C:2]=1[O:22][CH3:21])([O-:19])=[O:18]. (9) Given the reactants [Cl:1][C:2]1[N:3]=[C:4]([C:9]([NH:11][C@H:12]2CCN(C(OC(C)(C)C)=O)C[C@H]2OC)=[O:10])[NH:5][C:6]=1[CH2:7][CH3:8].Cl.[C:28]([O:31][CH2:32][CH3:33])(=O)C.[N:34]1([C:39]([N:41]2[CH:45]=[CH:44][N:43]=[CH:42]2)=[S:40])[CH:38]=[CH:37]N=C1, predict the reaction product. The product is: [Cl:1][C:2]1[N:3]=[C:4]([C:9]([NH:11][C@H:12]2[CH2:37][CH2:38][N:34]([C:39]([N:41]3[CH:45]=[CH:44][N:43]=[CH:42]3)=[S:40])[CH2:33][C@H:32]2[O:31][CH3:28])=[O:10])[NH:5][C:6]=1[CH2:7][CH3:8]. (10) Given the reactants Cl.[NH2:2][CH2:3][C:4]([CH3:9])([CH3:8])[C:5]([OH:7])=[O:6].C(N(C(C)C)CC)(C)C.[CH:19]1[C:31]2[CH:30]([CH2:32][O:33][C:34](Cl)=[O:35])[C:29]3[C:24](=[CH:25][CH:26]=[CH:27][CH:28]=3)[C:23]=2[CH:22]=[CH:21][CH:20]=1, predict the reaction product. The product is: [CH:19]1[C:31]2[CH:30]([CH2:32][O:33][C:34]([NH:2][CH2:3][C:4]([CH3:9])([CH3:8])[C:5]([OH:7])=[O:6])=[O:35])[C:29]3[C:24](=[CH:25][CH:26]=[CH:27][CH:28]=3)[C:23]=2[CH:22]=[CH:21][CH:20]=1.